From a dataset of Catalyst prediction with 721,799 reactions and 888 catalyst types from USPTO. Predict which catalyst facilitates the given reaction. (1) Reactant: Cl.[NH2:2][C@@H:3]1[C:11]2[C:6](=[C:7]([C:12]3[S:16][C:15]([C:17]4[CH:18]=[CH:19][C:20]([O:25][CH:26]([CH3:28])[CH3:27])=[C:21]([CH:24]=4)[C:22]#[N:23])=[N:14][N:13]=3)[CH:8]=[CH:9][CH:10]=2)[CH2:5][CH2:4]1.C(N(CC)CC)C.[C:36](Cl)(=[O:38])[CH3:37]. Product: [C:22]([C:21]1[CH:24]=[C:17]([C:15]2[S:16][C:12]([C:7]3[CH:8]=[CH:9][CH:10]=[C:11]4[C:6]=3[CH2:5][CH2:4][C@@H:3]4[NH:2][C:36](=[O:38])[CH3:37])=[N:13][N:14]=2)[CH:18]=[CH:19][C:20]=1[O:25][CH:26]([CH3:28])[CH3:27])#[N:23]. The catalyst class is: 2. (2) Reactant: [C:1]([O:4][CH:5]([C:30]1[S:31][CH:32]=[C:33]([C:35]([NH:37][CH:38]([CH2:45][C:46]2[CH:51]=[CH:50][CH:49]=[CH:48][CH:47]=2)[CH2:39][CH:40]([CH3:44])[C:41]([OH:43])=[O:42])=[O:36])[N:34]=1)[CH2:6][CH:7]([N:11]([C:20](=[O:29])[CH:21]([N:26]=[N+]=[N-])[CH:22]([CH3:25])[CH2:23][CH3:24])[CH2:12][O:13][C:14](=[O:19])[CH2:15][CH:16]([CH3:18])[CH3:17])[CH:8]([CH3:10])[CH3:9])(=[O:3])[CH3:2].FC1C([O:59][C:60](=O)[CH2:61][N:62]([CH3:64])[CH3:63])=C(F)C(F)=C(F)C=1F. Product: [C:1]([O:4][CH:5]([C:30]1[S:31][CH:32]=[C:33]([C:35]([NH:37][CH:38]([CH2:45][C:46]2[CH:51]=[CH:50][CH:49]=[CH:48][CH:47]=2)[CH2:39][CH:40]([CH3:44])[C:41]([OH:43])=[O:42])=[O:36])[N:34]=1)[CH2:6][CH:7]([N:11]([C:20](=[O:29])[CH:21]([NH:26][C:60](=[O:59])[CH2:61][N:62]([CH3:64])[CH3:63])[CH:22]([CH3:25])[CH2:23][CH3:24])[CH2:12][O:13][C:14](=[O:19])[CH2:15][CH:16]([CH3:18])[CH3:17])[CH:8]([CH3:10])[CH3:9])(=[O:3])[CH3:2]. The catalyst class is: 99. (3) Reactant: [N:1]1([C:10]2[CH:51]=[CH:50][C:13]([O:14][CH2:15][CH2:16][CH2:17][C:18]3[S:22][C:21]([C:23]4[CH:32]=[C:31]5[C:26]([CH2:27][CH2:28][CH2:29][N:30]5[C:33](=[O:44])[NH:34][C:35]5[S:36][C:37]6[CH:43]=[CH:42][CH:41]=[CH:40][C:38]=6[N:39]=5)=[CH:25][CH:24]=4)=[N:20][C:19]=3[C:45]([O:47]CC)=[O:46])=[CH:12][CH:11]=2)[C:5]2=[N:6][CH:7]=[N:8][CH:9]=[C:4]2[CH:3]=[N:2]1.CO.C1COCC1.[Li+].[OH-]. Product: [N:1]1([C:10]2[CH:11]=[CH:12][C:13]([O:14][CH2:15][CH2:16][CH2:17][C:18]3[S:22][C:21]([C:23]4[CH:32]=[C:31]5[C:26]([CH2:27][CH2:28][CH2:29][N:30]5[C:33](=[O:44])[NH:34][C:35]5[S:36][C:37]6[CH:43]=[CH:42][CH:41]=[CH:40][C:38]=6[N:39]=5)=[CH:25][CH:24]=4)=[N:20][C:19]=3[C:45]([OH:47])=[O:46])=[CH:50][CH:51]=2)[C:5]2=[N:6][CH:7]=[N:8][CH:9]=[C:4]2[CH:3]=[N:2]1. The catalyst class is: 6. (4) Reactant: [O:1]=[C:2]1[N:7]([CH2:8][C:9]([OH:11])=O)[N:6]=[N:5][C:4]2[CH:12]=[CH:13][CH:14]=[CH:15][C:3]1=2.Cl.[F:17][C:18]([F:31])([F:30])[O:19][C:20]1[CH:25]=[CH:24][C:23]([C@@H:26]([NH2:29])[CH2:27][CH3:28])=[CH:22][CH:21]=1.C(N(C(C)C)C(C)C)C.Cl.C(N=C=NCCCN(C)C)C.N1(O)C2C=CC=CC=2N=N1. Product: [O:1]=[C:2]1[N:7]([CH2:8][C:9]([NH:29][C@H:26]([C:23]2[CH:22]=[CH:21][C:20]([O:19][C:18]([F:17])([F:30])[F:31])=[CH:25][CH:24]=2)[CH2:27][CH3:28])=[O:11])[N:6]=[N:5][C:4]2[CH:12]=[CH:13][CH:14]=[CH:15][C:3]1=2. The catalyst class is: 121.